Dataset: Hepatocyte clearance measurements from AstraZeneca. Task: Regression/Classification. Given a drug SMILES string, predict its absorption, distribution, metabolism, or excretion properties. Task type varies by dataset: regression for continuous measurements (e.g., permeability, clearance, half-life) or binary classification for categorical outcomes (e.g., BBB penetration, CYP inhibition). For this dataset (clearance_hepatocyte_az), we predict log10(clearance) (log10 of the in vitro intrinsic clearance, CLint, in uL/min per 10^6 hepatocytes; values are censored to the assay range of 3 to 150, which is 0.477 to 2.18 on this log10 scale). (1) The molecule is CC(C)N1CCC(N(C(=O)Cc2ccccc2)c2ccc(Cl)cc2)CC1. The log10(clearance) is 1.45. (2) The drug is CNC(=O)c1c(F)cccc1Nc1nc(Nc2cc3c(cc2OC)CCN3C(=O)CN(C)C)nc2[nH]ccc12. The log10(clearance) is 1.34. (3) The drug is COc1cc(C(CO)CO)ccc1Nc1ncc(Cl)c(-c2cnc3ccccn23)n1. The log10(clearance) is 1.30. (4) The log10(clearance) is 0.480. The drug is CC1(C)[C@H](C(=O)O)N2C(=O)C[C@H]2S1(=O)=O. (5) The compound is Nc1c(-c2ccccc2)nc(Cl)nc1-c1ccccc1. The log10(clearance) is 1.67. (6) The molecule is COc1ccccc1CCNCc1ccc(CCNC[C@H](O)c2ccc(O)c3[nH]c(=O)sc23)cc1. The log10(clearance) is 1.46. (7) The compound is CC(C)CCOc1ccc(N)cc1. The log10(clearance) is 2.18. (8) The log10(clearance) is 1.76. The compound is Cc1cc(-c2ccc(Cl)c(C(=O)NCC3(O)CCCCCC3)c2)n[nH]1. (9) The compound is C=C[C@H]1CN2CC[C@H]1C[C@@H]2[C@@H](O)c1ccnc2ccc(OC)cc12. The log10(clearance) is 0.790.